From a dataset of Experimentally validated miRNA-target interactions with 360,000+ pairs, plus equal number of negative samples. Binary Classification. Given a miRNA mature sequence and a target amino acid sequence, predict their likelihood of interaction. (1) Result: 0 (no interaction). The protein sequence of the target gene is MKQDASRNAAYTVDCEDYVHVVEFNPFENGDSGNLIAYGGNNYVVIGTCTFQEEEADVEGIQYKTLRTFHHGVRVDGIAWSPETRLDSLPPVIKFCTSAADMKIRLFTSDLQDKNEYKVLEGHTDFINGLVFDPKEGQEIASVSDDHTCRIWNLEGVQTAHFVLHSPGMSVCWHPEETFKLMVAEKNGTIRFYDLLAQQAILSLESEQVPLMSAHWCLKNTFKVGAVAGNDWLIWDITRSSYPQNKRPVHMDRACLFRWSTISENLFATTGYPGKMASQFQIHHLGHPQPILMGSVAVGS.... The miRNA is hsa-miR-124-5p with sequence CGUGUUCACAGCGGACCUUGAU. (2) The miRNA is hsa-miR-548aj-3p with sequence UAAAAACUGCAAUUACUUUUA. The protein sequence of the target gene is MPEPTKKEENEVPAPAPPPEEPSKEKEAGTTPAKDWTLVETPPGEEQAKQNANSQLSILFIEKPQGGTVKVGEDITFIAKVKAEDLLRKPTIKWFKGKWMDLASKAGKHLQLKETFERHSRVYTFEMQIIKAKDNFAGNYRCEVTYKDKFDSCSFDLEVHESTGTTPNIDIRSAFKRSGEGQEDAGELDFSGLLKRREVKQQEEEPQVDVWELLKNAKPSEYEKIAFQYGITDLRGMLKRLKRMRREEKKSAAFAKILDPAYQVDKGGRVRFVVELADPKLEVKWYKNGQEIRPSTKYIF.... Result: 1 (interaction). (3) The miRNA is hsa-miR-3927-5p with sequence GCCUAUCACAUAUCUGCCUGU. The protein sequence of the target gene is MRLRGRGPRAAPSSSSGAGDARRLAPPGRNPFVHELRLSALQKAQVAFMTLTLFPIRLLFAAFMMLLAWPFALLASLGPPDKEPEQPLALWRKVVDFLLKAIMRTMWFAGGFHRVAVKGRQALPTEAAILTLAPHSSYFDAIPVTMTMSSIVMKAESRDIPIWGTLIRYIRPVFVSRSDQDSRRKTVEEIKRRAQSNGKWPQIMIFPEGTCTNRTCLITFKPGAFIPGVPVQPVVLRYPNKLDTITWTWQGPGALKILWLTLCQFQNQVEIEFLPVYCPSEEEKRNPALYASNVRRVMAK.... Result: 0 (no interaction). (4) The miRNA is mmu-miR-96-3p with sequence CAAUCAUGUGUAGUGCCAAUAU. Result: 0 (no interaction). The protein sequence of the target gene is MAVPPRPLQLLGILFIISLNSVRLIQAGAYYGIKPLPPQIPPQIPPQIPQYQPLGQQVPHMPLGKDGLSMGKEMPHMQYGKEYPHLPQYMKEIPPVPRMGKEVVPKKGKGEVPLASLRGEQGPRGEPGPRGPPGPPGLPGHGMPGIKGKPGPQGYPGIGKPGMPGMPGKPGAMGMPGAKGEIGPKGEIGPMGIPGPQGPPGPHGLPGIGKPGGPGLPGQPGAKGERGPKGPPGPPGLQGPKGEKGFGMPGLPGLKGPPGMHGPPGPVGLPGVGKPGVTGFPGPQGPLGKPGPPGEPGPQG.... (5) The miRNA is mmu-miR-759 with sequence GCAGAGUGCAAACAAUUUUGAC. The protein sequence of the target gene is MRRSGTALSFLWTERVREPVDSGVAPVSPLGGGVILRRFSGTLLLPPLSSRLGSSGEAESAAHVVFTIGTQGTQRNLGSAQSSFDLENGLPGGKGLLDAQSGPSLGRALQPPVHHVQRRESFLYRSDSDHEPSPKAVSRTSSAASDLHGEDMIVTPFAQVLASLRTVRNNVAALAHGPGSATRQVLLGTPPHSSQQAAPTEDSGLQLVQETLEELDWCLEQLETLQTRRSVGEMASNKFKRMLNRELSYLSETSRSGNQVSEYISQTFLDQQAEVELPQPPTEDDPWPMAQITELRRSSH.... Result: 1 (interaction). (6) The miRNA is mmu-miR-3473b with sequence GGGCUGGAGAGAUGGCUCAG. The protein sequence of the target gene is MDQRKNDSIVPSITQLEDFLTEHNSNVVWLLVATILSCGWIIYLTYYNSRNVGLILTLVLNRLYKHGYIHIGSFSFSVLSGKVMVREIYYITEDMSIRIQDGFIIFRWWKMYNPKQKQHDPKAETRLYITVNDFEFHVYNRSDLYGRLQELFGLEPTIIPPKKDDDKTRENGRTRTQSKIERVKVKTESQDPTSSWRSLIPVIKVNVSTGRLAFGNHYQPQTLCINFDDAFLTYTTKPPSSHLDQFMHIVKGKLENVRVMLVPSPRYVGLQNDEPPRLMGEGFVVLQSNDVDLYYYMDEP.... Result: 0 (no interaction). (7) The miRNA is mmu-miR-224-5p with sequence UAAGUCACUAGUGGUUCCGUU. The protein sequence of the target gene is MMLPQWLLLLFLLFFFLFLLTRGSLSPTKYNLLELKESCIRNQDCETGCCQRAPDNCESHCAEKGSEGSLCQTQVFFGQYRACPCLRNLTCIYSKNEKWLSIAYGRCQKIGRQKLAKKMFF. Result: 0 (no interaction). (8) The miRNA is dme-miR-4-3p with sequence AUAAAGCUAGACAACCAUUGA. The protein sequence of the target gene is MKLQVLVLVLLMSWFGVLSWVQAEFFTSIGHMTDLIYAEKDLVQSLKEYILVEEAKLAKIKSWASKMEALTSRSAADPEGYLAHPVNAYKLVKRLNTDWPALGDLVLQDASAGFVANLSVQRQFFPTDEDESGAARALMRLQDTYKLDPDTISRGELPGTKYQAMLSVDDCFGLGRSAYNEGDYYHTVLWMEQVLKQLDAGEEATVTKSLVLDYLSYAVFQLGDLHRAVELTRRLLSLDPSHERAGGNLRYFERLLEEERGKSLSNQTDAGLATQENLYERPTDYLPERDVYESLCRGEG.... Result: 0 (no interaction).